From a dataset of Full USPTO retrosynthesis dataset with 1.9M reactions from patents (1976-2016). Predict the reactants needed to synthesize the given product. (1) Given the product [F:10][C:8]1[CH:7]=[C:6]([C@@H:11]([C:37]2[CH:42]=[CH:41][C:40]([S:43]([CH3:46])(=[O:45])=[O:44])=[CH:39][CH:38]=2)[CH2:12][CH2:13][N:14]2[CH2:15][CH2:16][CH:17]([CH2:20][CH2:21][S:22]([C:25]3[CH:36]=[CH:35][C:28]([O:29][CH2:30][C:31]([OH:33])=[O:32])=[CH:27][CH:26]=3)(=[O:24])=[O:23])[CH2:18][CH2:19]2)[CH:5]=[C:4]([F:3])[CH:9]=1, predict the reactants needed to synthesize it. The reactants are: [OH-].[Na+].[F:3][C:4]1[CH:5]=[C:6]([C@@H:11]([C:37]2[CH:42]=[CH:41][C:40]([S:43]([CH3:46])(=[O:45])=[O:44])=[CH:39][CH:38]=2)[CH2:12][CH2:13][N:14]2[CH2:19][CH2:18][CH:17]([CH2:20][CH2:21][S:22]([C:25]3[CH:36]=[CH:35][C:28]([O:29][CH2:30][C:31]([O:33]C)=[O:32])=[CH:27][CH:26]=3)(=[O:24])=[O:23])[CH2:16][CH2:15]2)[CH:7]=[C:8]([F:10])[CH:9]=1. (2) Given the product [ClH:46].[CH:1]1[C:9]2[C:8]3[CH:10]=[CH:11][CH:12]=[CH:13][C:7]=3[S:6][C:5]=2[CH:4]=[C:3]([O:14][CH2:15][CH2:16][NH:17][CH2:19][CH:20]([C:22]2[CH:27]=[CH:26][C:25]([O:28][CH2:29][C:30]3[CH:35]=[CH:34][CH:33]=[CH:32][CH:31]=3)=[C:24]([NH:36][S:37]([N:38]([CH3:39])[CH3:40])(=[O:42])=[O:41])[CH:23]=2)[OH:21])[CH:2]=1, predict the reactants needed to synthesize it. The reactants are: [CH:1]1[C:9]2[C:8]3[CH:10]=[CH:11][CH:12]=[CH:13][C:7]=3[S:6][C:5]=2[CH:4]=[C:3]([O:14][CH2:15][CH2:16][NH2:17])[CH:2]=1.Br[CH2:19][C:20]([C:22]1[CH:27]=[CH:26][C:25]([O:28][CH2:29][C:30]2[CH:35]=[CH:34][CH:33]=[CH:32][CH:31]=2)=[C:24]([NH:36][S:37](=[O:42])(=[O:41])[N:38]([CH3:40])[CH3:39])[CH:23]=1)=[O:21].CO.C(Cl)(Cl)[Cl:46].Cl.C(O)C. (3) Given the product [NH2:24][CH2:23][CH2:22][CH2:21][C:18]1[CH:17]=[N:16][C:15]([C:11]2[CH:10]=[C:9]([CH:14]=[CH:13][CH:12]=2)[CH2:8][N:7]2[C:2](=[O:1])[CH:3]=[CH:4][C:5]([C:32]3[CH:37]=[C:36]([F:38])[C:35]([F:39])=[C:34]([F:40])[CH:33]=3)=[N:6]2)=[N:20][CH:19]=1, predict the reactants needed to synthesize it. The reactants are: [O:1]=[C:2]1[N:7]([CH2:8][C:9]2[CH:10]=[C:11]([C:15]3[N:20]=[CH:19][C:18]([CH2:21][CH2:22][CH2:23][NH:24]C(=O)OC(C)(C)C)=[CH:17][N:16]=3)[CH:12]=[CH:13][CH:14]=2)[N:6]=[C:5]([C:32]2[CH:37]=[C:36]([F:38])[C:35]([F:39])=[C:34]([F:40])[CH:33]=2)[CH:4]=[CH:3]1.FC(F)(F)C(O)=O. (4) Given the product [CH3:29][O:31][C:21]1([C:18]2[CH:19]=[CH:20][C:15]([NH2:14])=[CH:16][CH:17]=2)[CH2:26][CH2:25][N:24]([CH3:27])[CH2:23][CH2:22]1, predict the reactants needed to synthesize it. The reactants are: C(=[N:14][C:15]1[CH:20]=[CH:19][C:18]([C:21]2(F)[CH2:26][CH2:25][N:24]([CH3:27])[CH2:23][CH2:22]2)=[CH:17][CH:16]=1)(C1C=CC=CC=1)C1C=CC=CC=1.[C:29]([O-])(=[O:31])C.[Na+].Cl.NO. (5) Given the product [CH2:4]([O:3][P:1]([O:19][CH2:20][CH2:21][C:22]([CH3:27])([CH3:26])[C:23]([O:59][C@H:37]([C@@H:38]([NH:46][C:47](=[O:58])[CH2:48][O:49][C:50]1[C:55]([CH3:56])=[CH:54][CH:53]=[CH:52][C:51]=1[CH3:57])[CH2:39][C:40]1[CH:45]=[CH:44][CH:43]=[CH:42][CH:41]=1)[CH2:36][C@@H:35]([NH:60][C:61](=[O:73])[C@@H:62]([N:66]1[CH2:71][CH2:70][CH2:69][NH:68][C:67]1=[O:72])[CH:63]([CH3:64])[CH3:65])[CH2:28][C:29]1[CH:34]=[CH:33][CH:32]=[CH:31][CH:30]=1)=[O:24])([O:11][CH2:12][C:13]1[CH:18]=[CH:17][CH:16]=[CH:15][CH:14]=1)=[O:2])[C:5]1[CH:10]=[CH:9][CH:8]=[CH:7][CH:6]=1, predict the reactants needed to synthesize it. The reactants are: [P:1]([O:19][CH2:20][CH2:21][C:22]([CH3:27])([CH3:26])[C:23](Cl)=[O:24])([O:11][CH2:12][C:13]1[CH:18]=[CH:17][CH:16]=[CH:15][CH:14]=1)([O:3][CH2:4][C:5]1[CH:10]=[CH:9][CH:8]=[CH:7][CH:6]=1)=[O:2].[CH2:28]([C@H:35]([NH:60][C:61](=[O:73])[C@@H:62]([N:66]1[CH2:71][CH2:70][CH2:69][NH:68][C:67]1=[O:72])[CH:63]([CH3:65])[CH3:64])[CH2:36][C@H:37]([OH:59])[C@@H:38]([NH:46][C:47](=[O:58])[CH2:48][O:49][C:50]1[C:55]([CH3:56])=[CH:54][CH:53]=[CH:52][C:51]=1[CH3:57])[CH2:39][C:40]1[CH:45]=[CH:44][CH:43]=[CH:42][CH:41]=1)[C:29]1[CH:34]=[CH:33][CH:32]=[CH:31][CH:30]=1.